This data is from Reaction yield outcomes from USPTO patents with 853,638 reactions. The task is: Predict the reaction yield, written as a fraction of the theoretical maximum amount of product (1.0 means a 100% yield; for example, 0.34 means a 34% yield). The reactants are [CH:1]1([C:4]2[NH:8][C:7]3[C:9]([C:14]([OH:16])=O)=[CH:10][CH:11]=[C:12]([OH:13])[C:6]=3[N:5]=2)[CH2:3][CH2:2]1.[NH2:17][C@H:18]1[CH2:23][CH2:22][CH2:21][N:20](C(OC(C)(C)C)=O)[CH2:19]1. No catalyst specified. The product is [CH:1]1([C:4]2[NH:8][C:7]3[C:9]([C:14]([NH:17][C@H:18]4[CH2:23][CH2:22][CH2:21][NH:20][CH2:19]4)=[O:16])=[CH:10][CH:11]=[C:12]([OH:13])[C:6]=3[N:5]=2)[CH2:2][CH2:3]1. The yield is 0.370.